Task: Predict the reactants needed to synthesize the given product.. Dataset: Full USPTO retrosynthesis dataset with 1.9M reactions from patents (1976-2016) Given the product [F:28][C:26]([F:29])([F:27])[C:18]1[CH:17]=[C:16]([CH:21]=[C:20]([C:22]([F:24])([F:23])[F:25])[CH:19]=1)[CH2:15][N:8]([CH2:7][C:6]1[CH:30]=[C:31]([C:34]([F:37])([F:36])[F:35])[CH:32]=[CH:33][C:5]=1[CH:2]([NH:1][CH2:44][C:40]1[CH:39]=[N:38][CH:43]=[CH:42][CH:41]=1)[CH2:3][CH3:4])[C:9]1[N:10]=[N:11][N:12]([CH3:14])[N:13]=1, predict the reactants needed to synthesize it. The reactants are: [NH2:1][CH:2]([C:5]1[CH:33]=[CH:32][C:31]([C:34]([F:37])([F:36])[F:35])=[CH:30][C:6]=1[CH2:7][N:8]([CH2:15][C:16]1[CH:21]=[C:20]([C:22]([F:25])([F:24])[F:23])[CH:19]=[C:18]([C:26]([F:29])([F:28])[F:27])[CH:17]=1)[C:9]1[N:10]=[N:11][N:12]([CH3:14])[N:13]=1)[CH2:3][CH3:4].[N:38]1[CH:43]=[CH:42][CH:41]=[C:40]([CH:44]=O)[CH:39]=1.[BH4-].[Na+].